The task is: Predict which catalyst facilitates the given reaction.. This data is from Catalyst prediction with 721,799 reactions and 888 catalyst types from USPTO. Reactant: C1(C2[O:12][CH2:11][CH:10]([O:13][CH2:14][CH2:15][O:16][CH:17]3[CH2:22][CH2:21][CH2:20][CH2:19][O:18]3)[CH2:9][O:8]2)C=CC=CC=1. Product: [O:18]1[CH2:19][CH2:20][CH2:21][CH2:22][CH:17]1[O:16][CH2:15][CH2:14][O:13][CH:10]([CH2:11][OH:12])[CH2:9][OH:8]. The catalyst class is: 350.